This data is from Reaction yield outcomes from USPTO patents with 853,638 reactions. The task is: Predict the reaction yield, written as a fraction of the theoretical maximum amount of product (1.0 means a 100% yield; for example, 0.34 means a 34% yield). The reactants are FC(F)(F)C(O)=O.[CH:8]([N:11]1[C:15]([C:16]2[N:25]=[C:24]3[N:18]([CH2:19][CH2:20][O:21][C:22]4[CH:29]=[C:28]([CH:30]5[CH2:35][CH2:34][NH:33][CH2:32][CH2:31]5)[CH:27]=[CH:26][C:23]=43)[CH:17]=2)=[N:14][CH:13]=[N:12]1)([CH3:10])[CH3:9].C(=O)([O-])[O-].[K+].[K+].Cl[CH2:43][C:44]([N:46]([CH3:48])[CH3:47])=[O:45]. The catalyst is C1COCC1.C(Cl)Cl. The product is [CH:8]([N:11]1[C:15]([C:16]2[N:25]=[C:24]3[C:23]4[CH:26]=[CH:27][C:28]([CH:30]5[CH2:35][CH2:34][N:33]([CH2:43][C:44]([N:46]([CH3:48])[CH3:47])=[O:45])[CH2:32][CH2:31]5)=[CH:29][C:22]=4[O:21][CH2:20][CH2:19][N:18]3[CH:17]=2)=[N:14][CH:13]=[N:12]1)([CH3:10])[CH3:9]. The yield is 0.290.